This data is from Full USPTO retrosynthesis dataset with 1.9M reactions from patents (1976-2016). The task is: Predict the reactants needed to synthesize the given product. (1) Given the product [Br:18][C:8]1[C:9]2[O:1][CH:2]=[CH:3][C:4]=2[C:5](=[O:10])[NH:6][CH:7]=1, predict the reactants needed to synthesize it. The reactants are: [O:1]1[C:9]2[CH:8]=[CH:7][NH:6][C:5](=[O:10])[C:4]=2[CH:3]=[CH:2]1.C1C(=O)N([Br:18])C(=O)C1.O.C(=O)(O)[O-].[Na+]. (2) Given the product [C:8]1([S:14][CH:17]2[CH2:16][C:15](=[O:21])[O:20][C:18]2=[O:19])[CH:13]=[CH:12][CH:11]=[CH:10][CH:9]=1, predict the reactants needed to synthesize it. The reactants are: C(N(CC)CC)C.[C:8]1([SH:14])[CH:13]=[CH:12][CH:11]=[CH:10][CH:9]=1.[C:15]1(=[O:21])[O:20][C:18](=[O:19])[CH:17]=[CH:16]1.